This data is from Reaction yield outcomes from USPTO patents with 853,638 reactions. The task is: Predict the reaction yield, written as a fraction of the theoretical maximum amount of product (1.0 means a 100% yield; for example, 0.34 means a 34% yield). (1) The yield is 0.690. The product is [Cl:28][C:25]1[CH:26]=[CH:27][C:22]([C:21]2[C:15]3[O:14][CH:13]([CH2:12][NH2:29])[CH2:17][C:16]=3[CH:18]=[CH:19][CH:20]=2)=[CH:23][CH:24]=1. The reactants are CC1C=CC(S(O[CH2:12][CH:13]2[CH2:17][C:16]3[CH:18]=[CH:19][CH:20]=[C:21]([C:22]4[CH:27]=[CH:26][C:25]([Cl:28])=[CH:24][CH:23]=4)[C:15]=3[O:14]2)(=O)=O)=CC=1.[N-:29]=[N+]=[N-].[Na+].N(CC1CC2C=C(Cl)C=C(C3C=CSC=3)C=2O1)=[N+]=[N-].N(CC1CC2C=CC=C(C3C=CC(F)=CC=3)C=2O1)=[N+]=[N-].[N-]=[N+]=[N-]. The catalyst is [Pt]. (2) The reactants are [CH3:1][Li].[CH3:3][C:4]1[CH:11]=[CH:10][C:9]([N+:12]([O-:14])=[O:13])=[CH:8][C:5]=1[CH:6]=[O:7]. The catalyst is C(OCC)C.[Ti](Cl)(Cl)(Cl)Cl. The product is [CH3:3][C:4]1[CH:11]=[CH:10][C:9]([N+:12]([O-:14])=[O:13])=[CH:8][C:5]=1[CH:6]([OH:7])[CH3:1]. The yield is 0.990. (3) The reactants are [NH2:1][C@H:2]([C:12]1[CH:17]=[CH:16][CH:15]=[CH:14][CH:13]=1)[C:3]([O:5][CH:6]1[CH2:11][CH2:10][CH2:9][CH2:8][CH2:7]1)=[O:4].[P:18](Cl)(Cl)(=[O:30])[O:19][C:20]1[C:29]2[C:24](=[CH:25][CH:26]=[CH:27][CH:28]=2)[CH:23]=[CH:22][CH:21]=1.C(Cl)[Cl:34]. No catalyst specified. The product is [Cl:34][C:21]1[CH:22]=[CH:23][C:24]2[C:29](=[CH:28][CH:27]=[CH:26][CH:25]=2)[C:20]=1[O:19][P:18](=[N:1][C@H:2]([C:12]1[CH:17]=[CH:16][CH:15]=[CH:14][CH:13]=1)[C:3]([O:5][CH:6]1[CH2:7][CH2:8][CH2:9][CH2:10][CH2:11]1)=[O:4])=[O:30]. The yield is 0.600. (4) The reactants are [NH2:1][C:2]1[CH:21]=[CH:20][C:5]([O:6][C:7]2[N:12]=[CH:11][N:10]=[C:9]([NH:13][C:14]3[CH:19]=[CH:18][CH:17]=[CH:16][CH:15]=3)[CH:8]=2)=[CH:4][CH:3]=1.[C:22]1([N:28]=[C:29]=[O:30])[CH:27]=[CH:26][CH:25]=[CH:24][CH:23]=1.O. The catalyst is CN(C)C=O.C(OCC)(=O)C.CCCCCC. The product is [C:22]1([NH:28][C:29]([NH:1][C:2]2[CH:21]=[CH:20][C:5]([O:6][C:7]3[CH:8]=[C:9]([NH:13][C:14]4[CH:19]=[CH:18][CH:17]=[CH:16][CH:15]=4)[N:10]=[CH:11][N:12]=3)=[CH:4][CH:3]=2)=[O:30])[CH:27]=[CH:26][CH:25]=[CH:24][CH:23]=1. The yield is 0.870.